This data is from Full USPTO retrosynthesis dataset with 1.9M reactions from patents (1976-2016). The task is: Predict the reactants needed to synthesize the given product. (1) The reactants are: [C:1]([OH:8])(=[O:7])/[CH:2]=[CH:3]/[C:4]([OH:6])=[O:5].[S:9]1[CH:13]=[CH:12][C:11]2[C:14]([N:18]3[CH2:23][CH2:22][N:21]([CH2:24][CH2:25][CH2:26][O:27][C:28]4[CH:37]=[C:36]5[C:31]([CH2:32][CH2:33][N:34]([CH3:39])[C:35]5=[O:38])=[CH:30][CH:29]=4)[CH2:20][CH2:19]3)=[CH:15][CH:16]=[CH:17][C:10]1=2. Given the product [C:1]([OH:8])(=[O:7])/[CH:2]=[CH:3]/[C:4]([OH:6])=[O:5].[S:9]1[CH:13]=[CH:12][C:11]2[C:14]([N:18]3[CH2:19][CH2:20][N:21]([CH2:24][CH2:25][CH2:26][O:27][C:28]4[CH:37]=[C:36]5[C:31]([CH2:32][CH2:33][N:34]([CH3:39])[C:35]5=[O:38])=[CH:30][CH:29]=4)[CH2:22][CH2:23]3)=[CH:15][CH:16]=[CH:17][C:10]1=2, predict the reactants needed to synthesize it. (2) Given the product [F:28][CH:26]([F:27])[C:23]1[CH:24]=[CH:25][C:20]([N:17]2[CH:18]=[CH:19][C:15]([C:13]([OH:14])=[O:12])=[CH:16]2)=[N:21][CH:22]=1, predict the reactants needed to synthesize it. The reactants are: FC(F)(F)C(O)=O.C([O:12][C:13]([C:15]1[CH:19]=[CH:18][N:17]([C:20]2[CH:25]=[CH:24][C:23]([CH:26]([F:28])[F:27])=[CH:22][N:21]=2)[CH:16]=1)=[O:14])(C)(C)C.O. (3) The reactants are: Br[C:2]1[N:7]=[C:6]([O:8][CH3:9])[C:5]([N:10]2[CH:14]=[C:13]([CH3:15])[N:12]=[CH:11]2)=[CH:4][CH:3]=1.[CH3:16][N:17](C=O)C. Given the product [CH3:9][O:8][C:6]1[N:7]=[C:2]([C:16]#[N:17])[CH:3]=[CH:4][C:5]=1[N:10]1[CH:14]=[C:13]([CH3:15])[N:12]=[CH:11]1, predict the reactants needed to synthesize it. (4) Given the product [CH:30]1([NH:29][C:27](=[O:28])[C:26]2[CH:33]=[CH:34][C:35]([CH3:36])=[C:24]([N:23]3[C:4](=[O:6])[C:3]4[C:2](=[CH:10][CH:9]=[C:8]([I:11])[CH:7]=4)[N:1]=[CH:12]3)[CH:25]=2)[CH2:31][CH2:32]1, predict the reactants needed to synthesize it. The reactants are: [NH2:1][C:2]1[CH:10]=[CH:9][C:8]([I:11])=[CH:7][C:3]=1[C:4]([OH:6])=O.[CH:12](OC)(OC)OC.C(O)(=O)C.[NH2:23][C:24]1[CH:25]=[C:26]([CH:33]=[CH:34][C:35]=1[CH3:36])[C:27]([NH:29][CH:30]1[CH2:32][CH2:31]1)=[O:28]. (5) Given the product [C:1]([CH:4]([CH2:9][CH2:10][CH2:11][CH:12]1[CH2:13][CH2:14][CH2:15][CH2:16][CH2:17]1)[C:5]([OH:7])=[O:6])(=[O:3])[CH3:2], predict the reactants needed to synthesize it. The reactants are: [C:1]([CH:4]([CH2:9][CH2:10][CH2:11][CH:12]1[CH2:17][CH2:16][CH2:15][CH2:14][CH2:13]1)[C:5]([O:7]C)=[O:6])(=[O:3])[CH3:2].[OH-].[K+]. (6) Given the product [CH3:29][CH:19]([CH3:18])[CH2:20][CH:21]([OH:28])[CH2:22][C:23]([O:25][CH2:26][CH3:27])=[O:24], predict the reactants needed to synthesize it. The reactants are: CC(C)CC(=O)C.[H-].[Na+].C(=O)(OCC)OCC.[CH3:18][CH:19]([CH3:29])[CH2:20][C:21](=[O:28])[CH2:22][C:23]([O:25][CH2:26][CH3:27])=[O:24]. (7) Given the product [F:1][C:2]1([F:10])[CH2:6][CH2:5][CH:4]([C:7]2[O:8][C:12](=[O:13])[S:14][N:9]=2)[CH2:3]1, predict the reactants needed to synthesize it. The reactants are: [F:1][C:2]1([F:10])[CH2:6][CH2:5][CH:4]([C:7]([NH2:9])=[O:8])[CH2:3]1.Cl[C:12]([S:14]Cl)=[O:13].